This data is from Retrosynthesis with 50K atom-mapped reactions and 10 reaction types from USPTO. The task is: Predict the reactants needed to synthesize the given product. (1) Given the product CNC(=O)NCC#Cc1cc(Cl)c(Nc2ncnc3cc(OCCCN4CCOCC4)c(OC)cc23)c2c1OCO2, predict the reactants needed to synthesize it. The reactants are: CNC(=O)NCC#Cc1cc(Cl)c(N)c2c1OCO2.COc1cc2c(Cl)ncnc2cc1OCCCN1CCOCC1. (2) The reactants are: Brc1ccc2c(n1)NCCO2.OB(O)c1cccc(C(F)(F)F)c1. Given the product FC(F)(F)c1cccc(-c2ccc3c(n2)NCCO3)c1, predict the reactants needed to synthesize it. (3) Given the product CC(C)(C)c1ccnc(CN(Cc2ccc(CNC(=O)C3Cc4ccccc4CN3)cc2CO)C2CCCc3cccnc32)c1, predict the reactants needed to synthesize it. The reactants are: CC(C)(C)c1ccnc(CN(Cc2ccc(CN)cc2CO)C2CCCc3cccnc32)c1.O=C(O)C1Cc2ccccc2CN1. (4) Given the product Cc1c(Cl)cc(C(C)(C)C)c(O)c1-c1nc2ccc(F)cc2c(=O)[nH]1, predict the reactants needed to synthesize it. The reactants are: Cc1c(Cl)cc(C(C)(C)C)c(O)c1C=O.NC(=O)c1cc(F)ccc1N. (5) Given the product Cc1csc(Nc2ncc(SC(C)c3ccccn3)cc2Oc2cc(C(=O)NCCN(C)C)ccc2Cl)n1, predict the reactants needed to synthesize it. The reactants are: CN(C)CCN.Cc1csc(Nc2ncc(SC(C)c3ccccn3)cc2Oc2cc(C(=O)O)ccc2Cl)n1. (6) Given the product CC(C)CCC(=O)NCC1OB(O)c2cc(N)ccc21, predict the reactants needed to synthesize it. The reactants are: CC(C)CCC(=O)NCC1OB(O)c2cc([N+](=O)[O-])ccc21. (7) Given the product CS(=O)(=O)c1ccc(/C(=N\OC2CCCC2)C(=O)O)cc1, predict the reactants needed to synthesize it. The reactants are: CCOC(=O)/C(=N/OC1CCCC1)c1ccc(S(C)(=O)=O)cc1. (8) Given the product CC1(C)OCC(O)CO1, predict the reactants needed to synthesize it. The reactants are: CC1(C)OCC(=O)CO1. (9) Given the product C[Si](C)(C)CCOCn1ccc2c(-c3cnn(C(CC#N)C4(F)CCNC4)c3)ncnc21, predict the reactants needed to synthesize it. The reactants are: CC(C)(C)OC(=O)N1CCC(F)(C(CC#N)n2cc(-c3ncnc4c3ccn4COCC[Si](C)(C)C)cn2)C1. (10) Given the product CC(C)(C)c1csc(-c2cc3cc(OCc4cccc(C#N)c4)ccc3o2)n1, predict the reactants needed to synthesize it. The reactants are: CC(C)(C)c1csc(-c2cc3cc(O)ccc3o2)n1.N#Cc1cccc(CBr)c1.